This data is from Forward reaction prediction with 1.9M reactions from USPTO patents (1976-2016). The task is: Predict the product of the given reaction. Given the reactants [CH2:1]([NH:8][C:9]([N:11]1[CH:16]2[C@H:17]([CH3:41])[N:18]([CH2:30][C:31]3[CH:32]=[CH:33][CH:34]=[C:35]4[C:40]=3[N:39]=[CH:38][CH:37]=[CH:36]4)[C:19](=[O:29])[C@H:20]([CH2:21][C:22]3[CH:27]=[CH:26][C:25]([OH:28])=[CH:24][CH:23]=3)[N:15]2[C:14](=[O:42])[CH2:13][N:12]1[CH3:43])=[O:10])[C:2]1[CH:7]=[CH:6][CH:5]=[CH:4][CH:3]=1.C1COCC1.[C:49](Cl)(=[O:58])[CH2:50][CH2:51][CH2:52][CH2:53][CH2:54][CH2:55][CH2:56][CH3:57].C(N(CC)CC)C, predict the reaction product. The product is: [C:49]([O:28][C:25]1[CH:24]=[CH:23][C:22]([CH2:21][C@@H:20]2[N:15]3[CH:16]([N:11]([C:9](=[O:10])[NH:8][CH2:1][C:2]4[CH:3]=[CH:4][CH:5]=[CH:6][CH:7]=4)[N:12]([CH3:43])[CH2:13][C:14]3=[O:42])[C@H:17]([CH3:41])[N:18]([CH2:30][C:31]3[CH:32]=[CH:33][CH:34]=[C:35]4[C:40]=3[N:39]=[CH:38][CH:37]=[CH:36]4)[C:19]2=[O:29])=[CH:27][CH:26]=1)(=[O:58])[CH2:50][CH2:51][CH2:52][CH2:53][CH2:54][CH2:55][CH2:56][CH3:57].